From a dataset of Catalyst prediction with 721,799 reactions and 888 catalyst types from USPTO. Predict which catalyst facilitates the given reaction. (1) Reactant: COC1C=CC(C[N:8]2[CH2:16][C:15]3[C:10](=[CH:11][CH:12]=[CH:13][C:14]=3[O:17][CH2:18][CH2:19][O:20][CH2:21][CH2:22][O:23][CH3:24])[CH2:9]2)=CC=1.ClC(OCCCl)=O.CO. Product: [CH3:24][O:23][CH2:22][CH2:21][O:20][CH2:19][CH2:18][O:17][C:14]1[CH:13]=[CH:12][CH:11]=[C:10]2[C:15]=1[CH2:16][NH:8][CH2:9]2. The catalyst class is: 26. (2) Reactant: [C@H]12C[C@H](N([CH2:7][C@@H:8]3[CH2:11][C@H:10]([N:12]4[C:16]5[N:17]=[CH:18][N:19]=[C:20]([NH2:21])[C:15]=5[C:14]([I:22])=[CH:13]4)[CH2:9]3)C1)CS2.[CH:24]12[CH2:30][CH:27]([NH:28][CH2:29]1)[CH2:26][S:25]2(=[O:32])=[O:31]. Product: [O:31]=[S:25]1(=[O:32])[CH2:26][C@@H:27]2[CH2:30][C@H:24]1[CH2:29][N:28]2[CH2:7][C@@H:8]1[CH2:11][C@H:10]([N:12]2[C:16]3[N:17]=[CH:18][N:19]=[C:20]([NH2:21])[C:15]=3[C:14]([I:22])=[CH:13]2)[CH2:9]1. The catalyst class is: 5. (3) Reactant: [O:1]=[C:2]([CH3:9])[CH2:3][CH2:4][CH2:5][C:6]([OH:8])=[O:7].C(N(CC)C(C)C)(C)C.FC(F)(F)C(O[C:24]1[C:29]([F:30])=[C:28]([F:31])[C:27]([F:32])=[C:26]([F:33])[C:25]=1[F:34])=O. Product: [O:1]=[C:2]([CH3:9])[CH2:3][CH2:4][CH2:5][C:6]([O:8][C:24]1[C:25]([F:34])=[C:26]([F:33])[C:27]([F:32])=[C:28]([F:31])[C:29]=1[F:30])=[O:7]. The catalyst class is: 2. (4) Reactant: O=[C:2]1[NH:7][CH2:6][C:5]2([CH2:12][CH2:11][N:10]([C:13]([O:15][C:16]([CH3:19])([CH3:18])[CH3:17])=[O:14])[CH2:9][CH2:8]2)[O:4][CH2:3]1.B.C1COCC1.CSC.B. Product: [O:4]1[C:5]2([CH2:12][CH2:11][N:10]([C:13]([O:15][C:16]([CH3:19])([CH3:18])[CH3:17])=[O:14])[CH2:9][CH2:8]2)[CH2:6][NH:7][CH2:2][CH2:3]1. The catalyst class is: 1. (5) Reactant: Cl[C:2]1[CH:11]=[CH:10][C:9]2[C:4](=[C:5]([C:12]([OH:14])=[O:13])[CH:6]=[CH:7][CH:8]=2)[N:3]=1.[F:15][CH:16]([F:32])[C:17]1[CH:18]=[C:19](B2OC(C)(C)C(C)(C)O2)[CH:20]=[CH:21][CH:22]=1.[O-]P([O-])([O-])=O.[K+].[K+].[K+].C(Cl)Cl. Product: [F:15][CH:16]([F:32])[C:17]1[CH:22]=[C:21]([C:2]2[CH:11]=[CH:10][C:9]3[C:4](=[C:5]([C:12]([OH:14])=[O:13])[CH:6]=[CH:7][CH:8]=3)[N:3]=2)[CH:20]=[CH:19][CH:18]=1. The catalyst class is: 622. (6) Reactant: [Cl:1][C:2]1[N:3]=[C:4]([C:11]2[CH:16]=[CH:15][CH:14]=[CH:13][CH:12]=2)[CH:5]=[C:6]2[CH:10]=[CH:9][NH:8][C:7]=12.[C:17]([N:24]1[CH2:29][CH2:28][CH2:27][CH2:26][C:25]1=O)([O:19][C:20]([CH3:23])([CH3:22])[CH3:21])=[O:18].C[O-].[Na+].O. Product: [Cl:1][C:2]1[N:3]=[C:4]([C:11]2[CH:16]=[CH:15][CH:14]=[CH:13][CH:12]=2)[CH:5]=[C:6]2[C:10]([C:27]3[CH2:28][CH2:29][N:24]([C:17]([O:19][C:20]([CH3:23])([CH3:22])[CH3:21])=[O:18])[CH2:25][CH:26]=3)=[CH:9][NH:8][C:7]=12. The catalyst class is: 5. (7) Reactant: [CH2:1]([O:3][C:4]([C:6]1[C:15](=[O:16])[N:14]2[C:9]([C:10]([CH3:18])=[C:11](Cl)[CH:12]=[CH:13]2)=[C:8]([CH:19]2[CH2:21][CH2:20]2)[CH:7]=1)=[O:5])[CH3:2].[CH3:22][C:23]1[CH:28]=[CH:27][C:26](B(O)O)=[CH:25][CH:24]=1.C([O-])([O-])=O.[Na+].[Na+]. Product: [CH:19]1([C:8]2[CH:7]=[C:6]([C:4]([O:3][CH2:1][CH3:2])=[O:5])[C:15](=[O:16])[N:14]3[C:9]=2[C:10]([CH3:18])=[C:11]([C:26]2[CH:27]=[CH:28][C:23]([CH3:22])=[CH:24][CH:25]=2)[CH:12]=[CH:13]3)[CH2:21][CH2:20]1. The catalyst class is: 516. (8) Reactant: S(Cl)([Cl:3])=O.[CH:5]1([NH:8][C:9]2[C:14]([C:15]([OH:17])=O)=[CH:13][CH:12]=[CH:11][N:10]=2)[CH2:7][CH2:6]1. Product: [CH:5]1([NH:8][C:9]2[C:14]([C:15]([Cl:3])=[O:17])=[CH:13][CH:12]=[CH:11][N:10]=2)[CH2:7][CH2:6]1. The catalyst class is: 10.